Dataset: Catalyst prediction with 721,799 reactions and 888 catalyst types from USPTO. Task: Predict which catalyst facilitates the given reaction. Reactant: [Br:1][C:2]1[CH:3]=[CH:4][C:5]([CH3:17])=[C:6]([CH:16]=1)[CH2:7][N:8]1[C:12]([CH2:13][OH:14])=[N:11][NH:10][C:9]1=[O:15].[C:18](=O)([O-])[O-].[K+].[K+].CI.Cl. Product: [Br:1][C:2]1[CH:3]=[CH:4][C:5]([CH3:17])=[C:6]([CH:16]=1)[CH2:7][N:8]1[C:12]([CH2:13][OH:14])=[N:11][N:10]([CH3:18])[C:9]1=[O:15]. The catalyst class is: 9.